From a dataset of Full USPTO retrosynthesis dataset with 1.9M reactions from patents (1976-2016). Predict the reactants needed to synthesize the given product. Given the product [CH2:14]([O:16][CH2:17][O:11][CH2:1][C:2]1[CH:10]=[CH:9][C:8]2[O:7][CH2:6][O:5][C:4]=2[CH:3]=1)[CH3:15], predict the reactants needed to synthesize it. The reactants are: [CH2:1]([OH:11])[C:2]1[CH:10]=[CH:9][C:8]2[O:7][CH2:6][O:5][C:4]=2[CH:3]=1.[H-].[Na+].[CH2:14]([O:16][CH2:17]Cl)[CH3:15].C(OCC)(=O)C.